This data is from Full USPTO retrosynthesis dataset with 1.9M reactions from patents (1976-2016). The task is: Predict the reactants needed to synthesize the given product. (1) Given the product [ClH:16].[CH2:1]([N:9]([CH3:15])[C:10](=[NH:14])[NH:11][C:12](=[NH:13])[NH:21][CH2:20][C:19]1[CH:22]=[CH:23][C:24]([Cl:25])=[C:17]([Cl:16])[CH:18]=1)[CH2:2][CH2:3][CH2:4][CH2:5][CH2:6][CH2:7][CH3:8], predict the reactants needed to synthesize it. The reactants are: [CH2:1]([N:9]([CH3:15])[C:10]([NH2:14])=[N:11][C:12]#[N:13])[CH2:2][CH2:3][CH2:4][CH2:5][CH2:6][CH2:7][CH3:8].[Cl:16][C:17]1[CH:18]=[C:19]([CH:22]=[CH:23][C:24]=1[Cl:25])[CH2:20][NH2:21].C1(C)C(C)=CC=CC=1.Cl. (2) Given the product [F:16][C:17]([F:19])([F:18])[CH:4]([C:5]1[CH:12]=[CH:11][C:8]([CH:9]=[O:10])=[CH:7][CH:6]=1)[OH:13], predict the reactants needed to synthesize it. The reactants are: C(O[CH:4]([O:13]CC)[C:5]1[CH:12]=[CH:11][C:8]([CH:9]=[O:10])=[CH:7][CH:6]=1)C.[F:16][C:17]([Si](C)(C)C)([F:19])[F:18].[F-].C([N+](CCCC)(CCCC)CCCC)CCC. (3) The reactants are: C[C@@H:2](N)[C:3]1[CH:8]=[CH:7][CH:6]=[CH:5][CH:4]=1.[C@H:10]1([C:16]([OH:18])=[O:17])[CH2:15][CH2:14][CH:13]=[CH:12][CH2:11]1.Cl.C(N(CC)CC)C.C(Br)C1C=CC=CC=1. Given the product [CH2:2]([O:17][C:16]([C@H:10]1[CH2:15][CH2:14][CH:13]=[CH:12][CH2:11]1)=[O:18])[C:3]1[CH:8]=[CH:7][CH:6]=[CH:5][CH:4]=1, predict the reactants needed to synthesize it. (4) The reactants are: [OH:1][C:2]1[C:11]2[C:6](=[CH:7][CH:8]=[CH:9][CH:10]=2)[O:5][C:4](=[O:12])[CH:3]=1.C1(P(C2C=CC=CC=2)C2C=CC=CC=2)C=CC=CC=1.[CH3:32][N:33]([CH3:38])[CH2:34][CH2:35][CH2:36]O.CC(OC(/N=N/C(OC(C)C)=O)=O)C.C([Cl:56])(=O)C.Cl. Given the product [ClH:56].[CH3:32][N:33]([CH3:38])[CH2:34][CH2:35][CH2:36][O:1][C:2]1[C:11]2[CH:10]=[CH:9][CH:8]=[CH:7][C:6]=2[O:5][C:4](=[O:12])[CH:3]=1, predict the reactants needed to synthesize it. (5) Given the product [Br:9][C:6]1[CH:7]=[CH:8][C:3]([Si:13]([O:17][CH2:18][CH3:19])([O:14][CH2:15][CH3:16])[O:12][CH2:10][CH3:11])=[CH:4][CH:5]=1, predict the reactants needed to synthesize it. The reactants are: [Mg].Br[C:3]1[CH:8]=[CH:7][C:6]([Br:9])=[CH:5][CH:4]=1.[CH2:10]([O:12][Si:13](OCC)([O:17][CH2:18][CH3:19])[O:14][CH2:15][CH3:16])[CH3:11]. (6) Given the product [C:3]([O:7][C:8]([N:10]1[CH2:11][CH2:12][C:13]2([O:17][C:16](=[O:18])[N:15]([CH2:25][C:24]3[CH:27]=[CH:28][CH:29]=[C:22]([Br:21])[CH:23]=3)[CH2:14]2)[CH2:19][CH2:20]1)=[O:9])([CH3:6])([CH3:4])[CH3:5], predict the reactants needed to synthesize it. The reactants are: [H-].[Na+].[C:3]([O:7][C:8]([N:10]1[CH2:20][CH2:19][C:13]2([O:17][C:16](=[O:18])[NH:15][CH2:14]2)[CH2:12][CH2:11]1)=[O:9])([CH3:6])([CH3:5])[CH3:4].[Br:21][C:22]1[CH:23]=[C:24]([CH:27]=[CH:28][CH:29]=1)[CH2:25]Br.O. (7) Given the product [CH3:21][O:22][C:23]1[CH:30]=[CH:29][C:26]([CH2:27][N:4]2[CH2:5][CH2:6][CH2:7][N:1]([C:8]3[CH:9]=[CH:10][C:11]4[N:12]([C:14]([C:17]([F:18])([F:19])[F:20])=[N:15][N:16]=4)[N:13]=3)[CH2:2][CH2:3]2)=[CH:25][CH:24]=1, predict the reactants needed to synthesize it. The reactants are: [N:1]1([C:8]2[CH:9]=[CH:10][C:11]3[N:12]([C:14]([C:17]([F:20])([F:19])[F:18])=[N:15][N:16]=3)[N:13]=2)[CH2:7][CH2:6][CH2:5][NH:4][CH2:3][CH2:2]1.[CH3:21][O:22][C:23]1[CH:30]=[CH:29][C:26]([CH:27]=O)=[CH:25][CH:24]=1. (8) Given the product [F:13][CH:2]([F:1])[C:3]1[CH:8]=[CH:7][C:6]([F:9])=[C:5]([CH:4]=1)[NH2:10], predict the reactants needed to synthesize it. The reactants are: [F:1][CH:2]([F:13])[C:3]1[CH:8]=[CH:7][C:6]([F:9])=[C:5]([N+:10]([O-])=O)[CH:4]=1.Cl.C(=O)(O)[O-].[Na+]. (9) Given the product [C:1]([O:5][C:6]([N:8]([CH2:17][CH2:18][C:19]1[C:20]([Cl:33])=[CH:21][C:22]2[CH:23]3[CH2:32][CH2:31][CH2:30][CH:24]3[C:25](=[S:43])[NH:26][C:27]=2[CH:28]=1)[CH2:9][C:10]1[CH:15]=[CH:14][CH:13]=[C:12]([Cl:16])[CH:11]=1)=[O:7])([CH3:4])([CH3:3])[CH3:2], predict the reactants needed to synthesize it. The reactants are: [C:1]([O:5][C:6]([N:8]([CH2:17][CH2:18][C:19]1[C:20]([Cl:33])=[CH:21][C:22]2[CH:23]3[CH2:32][CH2:31][CH2:30][CH:24]3[C:25](=O)[NH:26][C:27]=2[CH:28]=1)[CH2:9][C:10]1[CH:15]=[CH:14][CH:13]=[C:12]([Cl:16])[CH:11]=1)=[O:7])([CH3:4])([CH3:3])[CH3:2].COC1C=CC(P2(SP(C3C=CC(OC)=CC=3)(=S)S2)=[S:43])=CC=1. (10) Given the product [Br:1][CH:2]([CH2:12][O:13][CH3:14])[C:3]([NH:5][C:6]([CH3:10])([CH3:11])[C:7]#[C:8][CH2:9][O:21][CH3:20])=[O:4], predict the reactants needed to synthesize it. The reactants are: [Br:1][CH:2]([CH2:12][O:13][CH3:14])[C:3]([NH:5][C:6]([CH3:11])([CH3:10])[C:7]#[C:8][CH3:9])=[O:4].Cl.NC(C)(C)C#C[CH2:20][O:21]C.